From a dataset of TCR-epitope binding with 47,182 pairs between 192 epitopes and 23,139 TCRs. Binary Classification. Given a T-cell receptor sequence (or CDR3 region) and an epitope sequence, predict whether binding occurs between them. (1) The epitope is FLNGSCGSV. The TCR CDR3 sequence is CASSWNYEQYF. Result: 1 (the TCR binds to the epitope). (2) The epitope is IIKDYGKQM. The TCR CDR3 sequence is CASSVDKGGADEQFF. Result: 1 (the TCR binds to the epitope). (3) The epitope is NLNESLIDL. The TCR CDR3 sequence is CASSQLGIQETQYF. Result: 0 (the TCR does not bind to the epitope). (4) The epitope is LLWNGPMAV. The TCR CDR3 sequence is CASSEEEAGGFEQFF. Result: 1 (the TCR binds to the epitope). (5) The epitope is GVAMPNLYK. The TCR CDR3 sequence is CASTFGGHEQYF. Result: 0 (the TCR does not bind to the epitope).